From a dataset of Forward reaction prediction with 1.9M reactions from USPTO patents (1976-2016). Predict the product of the given reaction. (1) Given the reactants [O-]CC.[Li+].[C:5]([C:9]1[CH:10]=[C:11]([CH:19]=[CH:20][C:21]2[CH:22]=[C:23]([CH:26]=[C:27]([CH:29]=[CH:30][C:31]3[CH:36]=[C:35]([C:37]([CH3:40])([CH3:39])[CH3:38])[CH:34]=[C:33]([C:41]([CH3:44])([CH3:43])[CH3:42])[CH:32]=3)[CH:28]=2)[CH:24]=O)[CH:12]=[C:13]([C:15]([CH3:18])([CH3:17])[CH3:16])[CH:14]=1)([CH3:8])([CH3:7])[CH3:6].[Cl-].[CH3:46][C:47]1[CH:54]=[CH:53][C:50]([CH2:51][PH3+])=[CH:49][CH:48]=1.II, predict the reaction product. The product is: [C:5]([C:9]1[CH:10]=[C:11]([CH:19]=[CH:20][C:21]2[CH:22]=[C:23]([CH:24]=[CH:46][C:47]3[CH:54]=[CH:53][C:50]([CH3:51])=[CH:49][CH:48]=3)[CH:26]=[C:27]([CH:29]=[CH:30][C:31]3[CH:36]=[C:35]([C:37]([CH3:40])([CH3:39])[CH3:38])[CH:34]=[C:33]([C:41]([CH3:44])([CH3:43])[CH3:42])[CH:32]=3)[CH:28]=2)[CH:12]=[C:13]([C:15]([CH3:18])([CH3:17])[CH3:16])[CH:14]=1)([CH3:8])([CH3:7])[CH3:6]. (2) Given the reactants [N:1]1[CH:2]=[N:3][N:4]2[CH:9]=[C:8]([C:10]3[N:11]=[C:12]([CH2:22][C:23]4[CH:24]=[C:25]([CH:28]=[CH:29][CH:30]=4)[C:26]#[N:27])[NH:13][C:14]=3[C:15]3[CH:20]=[CH:19][CH:18]=[C:17]([CH3:21])[N:16]=3)[CH:7]=[CH:6][C:5]=12.[OH:31]O.[OH-].[Na+].Cl, predict the reaction product. The product is: [N:1]1[CH:2]=[N:3][N:4]2[CH:9]=[C:8]([C:10]3[N:11]=[C:12]([CH2:22][C:23]4[CH:24]=[C:25]([CH:28]=[CH:29][CH:30]=4)[C:26]([NH2:27])=[O:31])[NH:13][C:14]=3[C:15]3[CH:20]=[CH:19][CH:18]=[C:17]([CH3:21])[N:16]=3)[CH:7]=[CH:6][C:5]=12. (3) Given the reactants CC(C[AlH]CC(C)C)C.[C:10]1([C:16]2[S:20][C:19]3=[N:21][C:22]([C:24](OCC)=[O:25])=[CH:23][N:18]3[CH:17]=2)[CH:15]=[CH:14][CH:13]=[CH:12][CH:11]=1, predict the reaction product. The product is: [C:10]1([C:16]2[S:20][C:19]3=[N:21][C:22]([CH2:24][OH:25])=[CH:23][N:18]3[CH:17]=2)[CH:11]=[CH:12][CH:13]=[CH:14][CH:15]=1. (4) The product is: [Cl:27][C:5]1[C:6]([N:11]2[CH2:16][CH2:15][N:14]([CH2:17][C:18]([NH:20][C:21]3[CH:26]=[CH:25][CH:24]=[CH:23][CH:22]=3)=[O:19])[CH2:13][CH2:12]2)=[C:7]2[N:8]=[C:34]([C:33]3[CH:36]=[CH:37][C:30]([N:29]([CH3:38])[CH3:28])=[CH:31][CH:32]=3)[NH:1][C:2]2=[N:3][CH:4]=1. Given the reactants [NH2:1][C:2]1[C:7]([N+:8]([O-])=O)=[C:6]([N:11]2[CH2:16][CH2:15][N:14]([CH2:17][C:18]([NH:20][C:21]3[CH:26]=[CH:25][CH:24]=[CH:23][CH:22]=3)=[O:19])[CH2:13][CH2:12]2)[C:5]([Cl:27])=[CH:4][N:3]=1.[CH3:28][N:29]([CH3:38])[C:30]1[CH:37]=[CH:36][C:33]([CH:34]=O)=[CH:32][CH:31]=1.[O-]S(S([O-])=O)=O.[Na+].[Na+], predict the reaction product.